From a dataset of Forward reaction prediction with 1.9M reactions from USPTO patents (1976-2016). Predict the product of the given reaction. (1) Given the reactants [CH:1]([C:3]1[CH:4]=[C:5]([CH:10]=[CH:11][CH:12]=1)[C:6]([O:8][CH3:9])=[O:7])=O.[F:13][C:14]1[CH:20]=[CH:19][C:17]([NH2:18])=[CH:16][CH:15]=1.C(O)(=O)C.C(O[BH-](OC(=O)C)OC(=O)C)(=O)C.[Na+], predict the reaction product. The product is: [F:13][C:14]1[CH:20]=[CH:19][C:17]([NH:18][CH2:1][C:3]2[CH:4]=[C:5]([CH:10]=[CH:11][CH:12]=2)[C:6]([O:8][CH3:9])=[O:7])=[CH:16][CH:15]=1. (2) The product is: [C:5]12([C:3]([OH:4])=[O:2])[CH2:14][CH:9]3[CH2:10][CH:11]([CH2:13][CH:7]([CH2:8]3)[O:6]1)[CH2:12]2. Given the reactants C[O:2][C:3]([C:5]12[CH2:14][CH:9]3[CH2:10][CH:11]([CH2:13][CH:7]([CH2:8]3)[O:6]1)[CH2:12]2)=[O:4].[OH-].[Na+].Cl, predict the reaction product.